Task: Predict which catalyst facilitates the given reaction.. Dataset: Catalyst prediction with 721,799 reactions and 888 catalyst types from USPTO Reactant: C(ON=O)CC(C)C.I[CH2:10][I:11].[NH2:12][C:13]1[N:17]([CH2:18][CH:19]([CH3:21])[CH3:20])[C:16]([CH2:22][CH2:23][CH3:24])=[N:15][C:14]=1C#N. Product: [I:11][C:10]1[N:17]([CH2:18][CH:19]([CH3:21])[CH3:20])[C:16]([CH2:22][CH2:23][CH3:24])=[N:15][C:14]=1[C:13]#[N:12]. The catalyst class is: 22.